Dataset: Forward reaction prediction with 1.9M reactions from USPTO patents (1976-2016). Task: Predict the product of the given reaction. (1) The product is: [CH3:28][C:26]1[NH:25][N:24]=[C:23]([NH:22][C:20]2[C:19]([C:29]([F:32])([F:31])[F:30])=[CH:18][N:17]=[C:16]([NH2:15])[N:21]=2)[CH:27]=1. Given the reactants FC1C=C(C2CCNCC2)C(C)=CC=1[NH:15][C:16]1[N:21]=[C:20]([NH:22][C:23]2[CH:27]=[C:26]([CH3:28])[NH:25][N:24]=2)[C:19]([C:29]([F:32])([F:31])[F:30])=[CH:18][N:17]=1.BrCC1CC1(F)F.C(N(CC)CC)C, predict the reaction product. (2) Given the reactants [NH2:1][C:2]1[S:3][CH:4]=[C:5]([C:7]([O:9][CH2:10][CH3:11])=[O:8])[N:6]=1.Br[CH2:13][C:14]([C:16]1[CH:21]=[CH:20][CH:19]=[CH:18][C:17]=1[N+:22]([O-:24])=[O:23])=O, predict the reaction product. The product is: [CH2:10]([O:9][C:7]([C:5]1[N:6]2[CH:13]=[C:14]([C:16]3[CH:21]=[CH:20][CH:19]=[CH:18][C:17]=3[N+:22]([O-:24])=[O:23])[N:1]=[C:2]2[S:3][CH:4]=1)=[O:8])[CH3:11]. (3) The product is: [C:1]([O:5][C:6](=[O:23])[CH2:7][C@H:8]([OH:22])[CH2:9][C@H:10]([OH:21])[CH2:11][O:12][C:13](=[O:20])[C:14]1[CH:15]=[CH:16][CH:17]=[CH:18][CH:19]=1)([CH3:4])([CH3:2])[CH3:3]. Given the reactants [C:1]([O:5][C:6](=[O:23])[CH2:7][C:8](=[O:22])[CH2:9][C@H:10]([OH:21])[CH2:11][O:12][C:13](=[O:20])[C:14]1[CH:19]=[CH:18][CH:17]=[CH:16][CH:15]=1)([CH3:4])([CH3:3])[CH3:2].O=C[C@@H]([C@H]([C@@H]([C@@H](CO)O)O)O)O.C(OCC)(=O)C, predict the reaction product. (4) Given the reactants Cl[C:2]1[N:7]=[C:6]2[N:8]([CH2:11][C:12]3[CH:17]=[CH:16][C:15]([Cl:18])=[CH:14][C:13]=3[Cl:19])[CH:9]=[CH:10][C:5]2=[CH:4][CH:3]=1.[CH2:20]([O:22][C:23]([C:25]1[CH:26]=[C:27](B(O)O)[CH:28]=[CH:29][CH:30]=1)=[O:24])[CH3:21], predict the reaction product. The product is: [Cl:19][C:13]1[CH:14]=[C:15]([Cl:18])[CH:16]=[CH:17][C:12]=1[CH2:11][N:8]1[C:6]2=[N:7][C:2]([C:29]3[CH:30]=[C:25]([CH:26]=[CH:27][CH:28]=3)[C:23]([O:22][CH2:20][CH3:21])=[O:24])=[CH:3][CH:4]=[C:5]2[CH:10]=[CH:9]1.